This data is from Full USPTO retrosynthesis dataset with 1.9M reactions from patents (1976-2016). The task is: Predict the reactants needed to synthesize the given product. Given the product [Br:22][C:23]1[CH:30]=[CH:29][C:26]([C:27](=[O:28])/[C:9](/[S:10]([CH2:13][C:14]2[CH:19]=[CH:18][C:17]([I:20])=[CH:16][CH:15]=2)(=[O:12])=[O:11])=[CH:8]\[C:5]2[CH:4]=[CH:3][C:2]([I:1])=[CH:7][CH:6]=2)=[CH:25][CH:24]=1, predict the reactants needed to synthesize it. The reactants are: [I:1][C:2]1[CH:7]=[CH:6][C:5]([C:8](=O)[CH2:9][S:10]([CH2:13][C:14]2[CH:19]=[CH:18][C:17]([I:20])=[CH:16][CH:15]=2)(=[O:12])=[O:11])=[CH:4][CH:3]=1.[Br:22][C:23]1[CH:30]=[CH:29][C:26]([CH:27]=[O:28])=[CH:25][CH:24]=1.